The task is: Predict the reaction yield, written as a fraction of the theoretical maximum amount of product (1.0 means a 100% yield; for example, 0.34 means a 34% yield).. This data is from Reaction yield outcomes from USPTO patents with 853,638 reactions. The reactants are [CH3:1][O:2][C:3]1[CH:8]=[CH:7][C:6]([O:9][CH2:10][O:11][CH3:12])=[CH:5][N:4]=1.C[Li].CN([CH:18]=[O:19])C. The catalyst is C1COCC1.C(NC(C)C)(C)C. The product is [CH3:1][O:2][C:3]1[CH:8]=[C:7]([C:6]([O:9][CH2:10][O:11][CH3:12])=[CH:5][N:4]=1)[CH:18]=[O:19]. The yield is 0.957.